From a dataset of Catalyst prediction with 721,799 reactions and 888 catalyst types from USPTO. Predict which catalyst facilitates the given reaction. (1) Reactant: C(OC([NH:11][C@H:12]1[CH2:17][CH2:16][C@@H:15]([NH:18][C:19](=[O:25])[O:20][C:21]([CH3:24])([CH3:23])[CH3:22])[CH2:14][C@H:13]1[CH2:26][O:27][CH3:28])=O)C1C=CC=CC=1. Product: [NH2:11][C@H:12]1[CH2:17][CH2:16][C@@H:15]([NH:18][C:19](=[O:25])[O:20][C:21]([CH3:22])([CH3:23])[CH3:24])[CH2:14][C@H:13]1[CH2:26][O:27][CH3:28]. The catalyst class is: 105. (2) Reactant: [OH-].[Na+].[CH3:3][O:4][C:5]1[CH:10]=[CH:9][C:8]([C:11]2[CH:16]=[CH:15][N:14]=[C:13]([C:17]([O:19]C)=[O:18])[N:12]=2)=[C:7]([CH3:21])[C:6]=1[CH:22]1[C:35]2[C:34](=[O:36])[CH2:33][C:32]([CH3:38])([CH3:37])[CH2:31][C:30]=2[O:29][C:28]2[CH2:27][C:26]([CH3:40])([CH3:39])[CH2:25][C:24](=[O:41])[C:23]1=2.ClCCl.CCCCCC. Product: [CH3:3][O:4][C:5]1[CH:10]=[CH:9][C:8]([C:11]2[CH:16]=[CH:15][N:14]=[C:13]([C:17]([OH:19])=[O:18])[N:12]=2)=[C:7]([CH3:21])[C:6]=1[CH:22]1[C:35]2[C:34](=[O:36])[CH2:33][C:32]([CH3:37])([CH3:38])[CH2:31][C:30]=2[O:29][C:28]2[CH2:27][C:26]([CH3:40])([CH3:39])[CH2:25][C:24](=[O:41])[C:23]1=2. The catalyst class is: 36. (3) Reactant: [OH:1][C@H:2]([CH2:6][CH:7]([CH3:9])[CH3:8])[C:3]([OH:5])=O.C(N(CC)CC)C.C1C=CC2N(O)N=NC=2C=1.CCN=C=NCCCN(C)C.Cl.[CH2:39]([O:46][C:47]([N:49]1[CH2:54][CH2:53][NH:52][CH2:51][CH2:50]1)=[O:48])[C:40]1[CH:45]=[CH:44][CH:43]=[CH:42][CH:41]=1. Product: [CH2:39]([O:46][C:47]([N:49]1[CH2:54][CH2:53][N:52]([C:3](=[O:5])[C@H:2]([OH:1])[CH2:6][CH:7]([CH3:9])[CH3:8])[CH2:51][CH2:50]1)=[O:48])[C:40]1[CH:45]=[CH:44][CH:43]=[CH:42][CH:41]=1. The catalyst class is: 31. (4) Product: [CH2:22]([N:11]([CH2:10][C:9]([N:8]([C:30]1[CH:31]=[CH:32][C:33]([OH:39])=[C:34]([CH:38]=1)[C:35]([OH:37])=[O:36])[CH2:1][C:2]1[CH:3]=[CH:4][C:5]([N:42]2[CH2:10][CH2:9][O:29][CH2:41][CH2:40]2)=[CH:6][CH:7]=1)=[O:29])[S:12]([C:15]1[CH:16]=[CH:17][C:18]([C:21]2[CH:6]=[CH:7][CH:2]=[CH:3][CH:4]=2)=[CH:19][CH:20]=1)(=[O:14])=[O:13])[C:23]1[CH:28]=[CH:27][CH:26]=[CH:25][CH:24]=1. Reactant: [CH2:1]([N:8]([C:30]1[CH:31]=[CH:32][C:33]([OH:39])=[C:34]([CH:38]=1)[C:35]([OH:37])=[O:36])[C:9](=[O:29])[CH2:10][N:11]([CH2:22][C:23]1[CH:28]=[CH:27][CH:26]=[CH:25][CH:24]=1)[S:12]([C:15]1[CH:20]=[CH:19][C:18]([CH3:21])=[CH:17][CH:16]=1)(=[O:14])=[O:13])[C:2]1[CH:7]=[CH:6][CH:5]=[CH:4][CH:3]=1.[C:40](#[N:42])[CH3:41]. The catalyst class is: 6. (5) Reactant: [OH:1][C:2]1[CH:3]=[C:4]2[C:9](=[CH:10][CH:11]=1)[C:8](=[O:12])[CH2:7][CH2:6][CH2:5]2.C([O-])([O-])=O.[K+].[K+].[CH:19]1[CH:24]=[CH:23][C:22]([CH2:25]Br)=[CH:21][CH:20]=1. Product: [CH2:25]([O:1][C:2]1[CH:3]=[C:4]2[C:9](=[CH:10][CH:11]=1)[C:8](=[O:12])[CH2:7][CH2:6][CH2:5]2)[C:22]1[CH:23]=[CH:24][CH:19]=[CH:20][CH:21]=1. The catalyst class is: 18. (6) Reactant: [NH2:1][C:2]1[N:10]=[CH:9][CH:8]=[CH:7][C:3]=1[C:4]([OH:6])=O.ON1C2C=CC=CC=2N=N1.CCN=C=NCCCN(C)C.[F:32][C:33]1[CH:34]=[C:35]([CH:38]=[CH:39][CH:40]=1)[CH2:36][NH2:37]. Product: [F:32][C:33]1[CH:34]=[C:35]([CH2:36][NH:37][C:4](=[O:6])[C:3]2[CH:7]=[CH:8][CH:9]=[N:10][C:2]=2[NH2:1])[CH:38]=[CH:39][CH:40]=1. The catalyst class is: 136.